This data is from Forward reaction prediction with 1.9M reactions from USPTO patents (1976-2016). The task is: Predict the product of the given reaction. (1) Given the reactants [C:1]([C:5]1[CH:37]=[CH:36][C:8]([C:9]([NH:11][C:12]2[CH:17]=[CH:16][CH:15]=[C:14]([C:18]3[N:19]=[C:20]([NH:26][C:27]4[CH:32]=[CH:31][C:30]([CH:33]=O)=[CH:29][CH:28]=4)[C:21](=[O:25])[N:22]([CH3:24])[CH:23]=3)[C:13]=2[CH3:35])=[O:10])=[CH:7][CH:6]=1)([CH3:4])([CH3:3])[CH3:2].[OH:38][CH2:39][CH2:40][NH:41][CH2:42][CH2:43][OH:44].C(O)(=O)C.[BH4-].[Na+], predict the reaction product. The product is: [OH:38][CH2:39][CH2:40][N:41]([CH2:33][C:30]1[CH:31]=[CH:32][C:27]([NH:26][C:20]2[C:21](=[O:25])[N:22]([CH3:24])[CH:23]=[C:18]([C:14]3[C:13]([CH3:35])=[C:12]([NH:11][C:9](=[O:10])[C:8]4[CH:7]=[CH:6][C:5]([C:1]([CH3:4])([CH3:2])[CH3:3])=[CH:37][CH:36]=4)[CH:17]=[CH:16][CH:15]=3)[N:19]=2)=[CH:28][CH:29]=1)[CH2:42][CH2:43][OH:44]. (2) Given the reactants [C:1]([N:5]1[C:9]2[CH:10]=[CH:11][CH:12]=[CH:13][C:8]=2[O:7][C:6]1=[O:14])(=[O:4])[CH2:2][CH3:3].C(N(CC)CC)C.[Cl:22][CH2:23][CH2:24][CH:25]=[O:26], predict the reaction product. The product is: [Cl:22][CH2:23][CH2:24][C@@H:25]([OH:26])[C@H:2]([CH3:3])[C:1]([N:5]1[C:9]2[CH:10]=[CH:11][CH:12]=[CH:13][C:8]=2[O:7][C:6]1=[O:14])=[O:4]. (3) The product is: [F:8][C:9]1[CH:22]=[CH:21][C:12]([CH:13]=[C:14]2[S:18][C:17](=[O:19])[NH:16][C:15]2=[O:20])=[CH:11][C:10]=1[C:23]1[CH:28]=[N:27][CH:26]=[C:25]([N:29]2[CH2:35][CH2:34][CH2:33][N:32]([C:36](=[O:41])[C:37]([CH3:39])([CH3:38])[CH3:40])[CH2:31][CH2:30]2)[N:24]=1. Given the reactants C(Cl)(=O)C(C)(C)C.[F:8][C:9]1[CH:22]=[CH:21][C:12](/[CH:13]=[C:14]2/[C:15](=[O:20])[NH:16][C:17](=[O:19])[S:18]/2)=[CH:11][C:10]=1[C:23]1[CH:28]=[N:27][CH:26]=[C:25]([N:29]2[CH2:35][CH2:34][CH2:33][N:32]([C:36](=[O:41])[C:37]([CH3:40])([CH3:39])[CH3:38])[CH2:31][CH2:30]2)[N:24]=1, predict the reaction product. (4) Given the reactants [CH3:1][C:2]([Si:5]([CH3:18])([CH3:17])[O:6][CH2:7][C@@H:8]1[NH:13][CH2:12][CH2:11][N:10]2[CH2:14][CH2:15][CH2:16][C@@H:9]12)([CH3:4])[CH3:3].[F:19][C:20]([F:54])([F:53])[C:21]1[CH:22]=[C:23]([C:31]([CH3:52])([CH3:51])[C:32]([N:34]([C:36]2[CH:37]=[N:38][C:39](Cl)=[CH:40][C:41]=2[C:42]2[CH:47]=[CH:46][C:45]([F:48])=[CH:44][C:43]=2[CH3:49])[CH3:35])=[O:33])[CH:24]=[C:25]([C:27]([F:30])([F:29])[F:28])[CH:26]=1.[OH-].[Na+], predict the reaction product. The product is: [F:30][C:27]([F:28])([F:29])[C:25]1[CH:24]=[C:23]([C:31]([CH3:52])([CH3:51])[C:32]([N:34]([C:36]2[CH:37]=[N:38][C:39]([N:13]3[CH2:12][CH2:11][N:10]4[CH2:14][CH2:15][CH2:16][C@H:9]4[C@@H:8]3[CH2:7][O:6][Si:5]([C:2]([CH3:1])([CH3:3])[CH3:4])([CH3:18])[CH3:17])=[CH:40][C:41]=2[C:42]2[CH:47]=[CH:46][C:45]([F:48])=[CH:44][C:43]=2[CH3:49])[CH3:35])=[O:33])[CH:22]=[C:21]([C:20]([F:54])([F:19])[F:53])[CH:26]=1. (5) Given the reactants [CH3:1][O:2][C:3](=[O:18])[C:4]1[CH:9]=[C:8](F)[C:7]([C:11]([F:14])([F:13])[F:12])=[CH:6][C:5]=1[N+:15]([O-:17])=[O:16].[CH3:19][C:20]1[NH:21][CH:22]=[CH:23][N:24]=1, predict the reaction product. The product is: [CH3:1][O:2][C:3](=[O:18])[C:4]1[CH:9]=[C:8]([N:21]2[CH:22]=[CH:23][N:24]=[C:20]2[CH3:19])[C:7]([C:11]([F:14])([F:13])[F:12])=[CH:6][C:5]=1[N+:15]([O-:17])=[O:16]. (6) Given the reactants [CH3:1][C:2]1[CH:3]=[CH:4][CH:5]=[C:6]2[C:10]=1[NH:9][CH:8]=[CH:7]2.[H-].[Na+].[C:13](O[C:13]([O:15][C:16]([CH3:19])([CH3:18])[CH3:17])=[O:14])([O:15][C:16]([CH3:19])([CH3:18])[CH3:17])=[O:14], predict the reaction product. The product is: [CH3:1][C:2]1[CH:3]=[CH:4][CH:5]=[C:6]2[C:10]=1[N:9]([C:13]([O:15][C:16]([CH3:19])([CH3:18])[CH3:17])=[O:14])[CH:8]=[CH:7]2. (7) Given the reactants [Si:1]([O:18][CH2:19][C:20]1[N:25]=[C:24]2[C:26]([C:29](OCC)=[O:30])=[N:27][O:28][C:23]2=[C:22]([Cl:34])[C:21]=1[N:35]1[CH2:40][C@H:39]([CH3:41])[O:38][C@H:37]([CH3:42])[CH2:36]1)([C:14]([CH3:17])([CH3:16])[CH3:15])([C:8]1[CH:13]=[CH:12][CH:11]=[CH:10][CH:9]=1)[C:2]1[CH:7]=[CH:6][CH:5]=[CH:4][CH:3]=1.Cl.[F:44][C:45]1([F:49])[CH2:48][NH:47][CH2:46]1, predict the reaction product. The product is: [Si:1]([O:18][CH2:19][C:20]1[N:25]=[C:24]2[C:26]([C:29]([N:47]3[CH2:48][C:45]([F:49])([F:44])[CH2:46]3)=[O:30])=[N:27][O:28][C:23]2=[C:22]([Cl:34])[C:21]=1[N:35]1[CH2:36][C@H:37]([CH3:42])[O:38][C@H:39]([CH3:41])[CH2:40]1)([C:14]([CH3:16])([CH3:17])[CH3:15])([C:8]1[CH:13]=[CH:12][CH:11]=[CH:10][CH:9]=1)[C:2]1[CH:7]=[CH:6][CH:5]=[CH:4][CH:3]=1.